This data is from Full USPTO retrosynthesis dataset with 1.9M reactions from patents (1976-2016). The task is: Predict the reactants needed to synthesize the given product. (1) Given the product [NH2:2][CH2:1][C:3]1([C:16]2[CH:21]=[CH:20][CH:19]=[C:18]([Cl:22])[C:17]=2[Cl:23])[CH2:8][CH2:7][N:6]([C:9]([O:11][C:12]([CH3:15])([CH3:14])[CH3:13])=[O:10])[CH2:5][CH2:4]1, predict the reactants needed to synthesize it. The reactants are: [C:1]([C:3]1([C:16]2[CH:21]=[CH:20][CH:19]=[C:18]([Cl:22])[C:17]=2[Cl:23])[CH2:8][CH2:7][N:6]([C:9]([O:11][C:12]([CH3:15])([CH3:14])[CH3:13])=[O:10])[CH2:5][CH2:4]1)#[N:2].[H][H]. (2) Given the product [F:33][C:24]1([F:23])[CH2:28][N:27]([C:20](=[O:21])/[CH:19]=[CH:18]/[C:9]2[CH:10]=[CH:11][C:12]([C:14]([F:17])([F:16])[F:15])=[CH:13][C:8]=2[CH2:7][N:5]2[N:4]=[N:3][C:2]([CH3:1])=[N:6]2)[C@H:26]([C:29]([NH:31][CH3:32])=[O:30])[CH2:25]1, predict the reactants needed to synthesize it. The reactants are: [CH3:1][C:2]1[N:3]=[N:4][N:5]([CH2:7][C:8]2[CH:13]=[C:12]([C:14]([F:17])([F:16])[F:15])[CH:11]=[CH:10][C:9]=2/[CH:18]=[CH:19]/[C:20](O)=[O:21])[N:6]=1.[F:23][C:24]1([F:33])[CH2:28][NH:27][C@H:26]([C:29]([NH:31][CH3:32])=[O:30])[CH2:25]1. (3) Given the product [CH3:3][N+:4]1([CH2:25][CH:26]2[CH2:28][CH2:27]2)[C@@H:21]2[CH2:22][C:9]3[CH:10]=[CH:11][C:12]([OH:24])=[C:13]4[O:14][C@H:15]5[C:16]([CH2:18][CH2:19][C@:20]2([OH:23])[C@:7]5([C:8]=34)[CH2:6][CH2:5]1)=[O:17].[Br-:2], predict the reactants needed to synthesize it. The reactants are: [Cl-].[Br-:2].[CH3:3][N+:4]1([CH2:25][CH:26]2[CH2:28][CH2:27]2)[C@@H:21]2[CH2:22][C:9]3=[CH:10][CH:11]=[C:12]([OH:24])[C:13]4[O:14][C@H:15]5[C:16]([CH2:18][CH2:19][C@:20]2([OH:23])[C@:7]5([C:8]=43)[CH2:6][CH2:5]1)=[O:17].[Cl-]. (4) Given the product [C:17]([O:16][C:14](=[O:15])[NH:13][C@@H:12]1[CH2:11][CH2:10][CH2:9][C:8]([F:22])([F:21])[C@@H:7]1[N:25]=[N+:26]=[N-:27])([CH3:20])([CH3:19])[CH3:18], predict the reactants needed to synthesize it. The reactants are: FC(F)(F)S(O[C@H:7]1[C@H:12]([NH:13][C:14]([O:16][C:17]([CH3:20])([CH3:19])[CH3:18])=[O:15])[CH2:11][CH2:10][CH2:9][C:8]1([F:22])[F:21])(=O)=O.[N-:25]=[N+:26]=[N-:27].[Na+]. (5) Given the product [CH2:11]([O:10][C:8](=[O:9])[C:7]1[CH:13]=[CH:14][C:4]([NH2:1])=[CH:5][C:6]=1[CH2:15][CH3:16])[CH3:12], predict the reactants needed to synthesize it. The reactants are: [N+:1]([C:4]1[CH:14]=[CH:13][C:7]([C:8]([O:10][CH2:11][CH3:12])=[O:9])=[C:6]([CH:15]=[CH2:16])[CH:5]=1)([O-])=O. (6) Given the product [F:25][C:22]1[CH:21]=[CH:20][C:19]([CH2:18][NH:17][C:15]([C:13]2[N:14]=[C:3]3[C:2]4([NH:1][C:33](=[O:34])[C:32]([N:31]([CH2:30][CH2:29][F:28])[CH3:37])=[O:36])[CH2:8][CH2:7][CH:6]([CH2:9][CH2:10]4)[CH2:5][N:4]3[C:11](=[O:27])[C:12]=2[OH:26])=[O:16])=[CH:24][CH:23]=1, predict the reactants needed to synthesize it. The reactants are: [NH2:1][C:2]12[CH2:10][CH2:9][CH:6]([CH2:7][CH2:8]1)[CH2:5][N:4]1[C:11](=[O:27])[C:12]([OH:26])=[C:13]([C:15]([NH:17][CH2:18][C:19]3[CH:24]=[CH:23][C:22]([F:25])=[CH:21][CH:20]=3)=[O:16])[N:14]=[C:3]21.[F:28][CH2:29][CH2:30][N:31]([CH3:37])[C:32](=[O:36])[C:33](O)=[O:34].C(N(C(C)C)CC)(C)C.F[P-](F)(F)(F)(F)F.N1(OC(N(C)C)=[N+](C)C)C2N=CC=CC=2N=N1. (7) The reactants are: [CH3:1][CH2:2][C@@H:3]([C:5]([O:7][C@@H:8]1[C@@H:13]2[C@@H:14]([CH2:19][CH2:20][C@H:21]3[O:27][C:25](=[O:26])[CH2:24][C@H:23]([OH:28])[CH2:22]3)[C@@H:15]([CH3:18])[CH:16]=[CH:17][C:12]2=[CH:11][C@H:10]([CH3:29])[CH2:9]1)=[O:6])[CH3:4].[CH2:30]([NH2:32])[CH3:31].O1CCCC1. Given the product [CH3:1][CH2:2][C@@H:3]([C:5]([O:7][C@@H:8]1[C@@H:13]2[C@@H:14]([CH2:19][CH2:20][C@H:21]3[O:27][C:25](=[O:26])[CH2:24][C@H:23]([OH:28])[CH2:22]3)[C@@H:15]([CH3:18])[CH:16]=[CH:17][C:12]2=[CH:11][C@H:10]([CH3:29])[CH2:9]1)=[O:6])[CH3:4].[CH2:30]([NH-:32])[CH3:31], predict the reactants needed to synthesize it.